From a dataset of Catalyst prediction with 721,799 reactions and 888 catalyst types from USPTO. Predict which catalyst facilitates the given reaction. (1) Reactant: FC(F)(F)S(O[Si:7]([CH3:18])([CH3:17])[CH:8]1[C:12]([CH3:13])=[C:11]([CH3:14])[C:10]([CH3:15])=[C:9]1[CH3:16])(=O)=O.[CH:21]1[C:30]2[C:25](=[CH:26][CH:27]=[CH:28][CH:29]=2)[CH:24]=[CH:23][C:22]=1[C-:31]1[C:39]2[C:34](=[CH:35][CH:36]=[CH:37][CH:38]=2)[CH:33]=[CH:32]1.[Li+]. Product: [CH3:17][Si:7]([CH3:18])([CH:33]1[C:34]2[C:39](=[CH:38][CH:37]=[CH:36][CH:35]=2)[C:31]([C:22]2[CH:23]=[CH:24][C:25]3[C:30](=[CH:29][CH:28]=[CH:27][CH:26]=3)[CH:21]=2)=[CH:32]1)[CH:8]1[C:12]([CH3:13])=[C:11]([CH3:14])[C:10]([CH3:15])=[C:9]1[CH3:16]. The catalyst class is: 28. (2) Reactant: [F:1][C:2]1[CH:3]=[C:4]([C@H:8]2[CH2:12][C@@H:11](OS(C)(=O)=O)[CH2:10][N:9]2[C:18]([O:20][C:21]([CH3:24])([CH3:23])[CH3:22])=[O:19])[CH:5]=[CH:6][CH:7]=1.[C-:25]#[N:26].[K+]. Product: [C:25]([C@@H:11]1[CH2:10][N:9]([C:18]([O:20][C:21]([CH3:24])([CH3:23])[CH3:22])=[O:19])[C@@H:8]([C:4]2[CH:5]=[CH:6][CH:7]=[C:2]([F:1])[CH:3]=2)[CH2:12]1)#[N:26]. The catalyst class is: 16.